Dataset: Reaction yield outcomes from USPTO patents with 853,638 reactions. Task: Predict the reaction yield, written as a fraction of the theoretical maximum amount of product (1.0 means a 100% yield; for example, 0.34 means a 34% yield). (1) The reactants are [CH3:1][C:2]1[N:7](C(O)=O)[CH:6]([C:11]([OH:13])=[O:12])[CH:5]=[CH:4][CH:3]=1.[C:14](O)(=[O:16])C.N1C=CC=CC=1.CCCCCC. The catalyst is COCCOC.CCOCC. The product is [CH3:1][C:2]1[N:7]=[C:6]2[C:11](=[O:12])[O:13][C:14](=[O:16])[C:5]2=[CH:4][CH:3]=1. The yield is 0.740. (2) The yield is 0.920. The catalyst is CN1CCCC1=O.CCOC(C)=O. The product is [F:1][C:2]1[CH:7]=[CH:6][CH:5]=[C:4]([F:8])[C:3]=1[N:9]1[C:14]2[N:15]=[C:16]([NH:32][CH:33]([CH2:36][OH:37])[CH2:34][OH:35])[N:17]=[C:18]([C:19]3[CH:24]=[CH:23][C:22]([F:25])=[CH:21][C:20]=3[CH3:26])[C:13]=2[CH:12]=[CH:11][C:10]1=[O:31]. The reactants are [F:1][C:2]1[CH:7]=[CH:6][CH:5]=[C:4]([F:8])[C:3]=1[N:9]1[C:14]2[N:15]=[C:16](S(C)(=O)=O)[N:17]=[C:18]([C:19]3[CH:24]=[CH:23][C:22]([F:25])=[CH:21][C:20]=3[CH3:26])[C:13]=2[CH:12]=[CH:11][C:10]1=[O:31].[NH2:32][CH:33]([CH2:36][OH:37])[CH2:34][OH:35].O.CCOCC. (3) The reactants are [C:1]([C:3]1[C:4]([NH2:10])=[N:5][C:6]([NH2:9])=[CH:7][CH:8]=1)#[CH:2].[CH2:11]([C:18]1[N:23]=[CH:22][C:21]([CH2:24][C:25](Cl)=[N:26][OH:27])=[CH:20][CH:19]=1)[C:12]1[CH:17]=[CH:16][CH:15]=[CH:14][CH:13]=1.C(N(CC)CC)C. The catalyst is O1CCCC1. The product is [CH2:11]([C:18]1[N:23]=[CH:22][C:21]([CH2:24][C:25]2[CH:2]=[C:1]([C:3]3[C:4]([NH2:10])=[N:5][C:6]([NH2:9])=[CH:7][CH:8]=3)[O:27][N:26]=2)=[CH:20][CH:19]=1)[C:12]1[CH:13]=[CH:14][CH:15]=[CH:16][CH:17]=1. The yield is 0.800. (4) The reactants are [F:1][C:2]([F:18])([F:17])[CH2:3][O:4][C:5]1[CH:6]=[CH:7][C:8]([C@H:11]([NH:13][C:14](=[O:16])[CH3:15])[CH3:12])=[N:9][CH:10]=1.Br[C:20]1[CH:21]=[CH:22][CH:23]=[C:24]2[C:29]=1[N:28]=[CH:27][N:26]=[CH:25]2.C(=O)([O-])[O-].[Na+].[Na+]. The catalyst is C(#N)C.Cl[Pd](Cl)([P](C1C=CC=CC=1)(C1C=CC=CC=1)C1C=CC=CC=1)[P](C1C=CC=CC=1)(C1C=CC=CC=1)C1C=CC=CC=1. The product is [N:28]1[C:29]2[C:24](=[CH:23][CH:22]=[CH:21][C:20]=2[C:20]2[CH:21]=[CH:22][C:23]([CH2:15][C:14]([NH:13][C@@H:11]([C:8]3[CH:7]=[CH:6][C:5]([O:4][CH2:3][C:2]([F:1])([F:17])[F:18])=[CH:10][N:9]=3)[CH3:12])=[O:16])=[CH:24][CH:29]=2)[CH:25]=[N:26][CH:27]=1. The yield is 0.380. (5) The reactants are Br[CH2:2][CH2:3][O:4][CH2:5][CH2:6][O:7][CH3:8].[NH2:9][C:10]1[C:14]([C:15]#[N:16])=[CH:13][NH:12][N:11]=1.C(=O)([O-])[O-].[K+].[K+].ClCCl.CO. The catalyst is CN(C=O)C. The product is [NH2:9][C:10]1[N:11]([CH2:2][CH2:3][O:4][CH2:5][CH2:6][O:7][CH3:8])[N:12]=[CH:13][C:14]=1[C:15]#[N:16].[NH2:9][C:10]1[C:14]([C:15]#[N:16])=[CH:13][N:12]([CH2:2][CH2:3][O:4][CH2:5][CH2:6][O:7][CH3:8])[N:11]=1. The yield is 0.230. (6) The reactants are C(Cl)CCl.Cl.[O:6]=[C:7]1[NH:16][C:15]2[N:14]=[CH:13][C:12](/[CH:17]=[CH:18]/[C:19]([OH:21])=O)=[CH:11][C:10]=2[CH2:9][CH2:8]1.CNC[C:25]1[C:33]2[CH:32]=[CH:31][CH:30]=[CH:29][C:28]=2[N:27]2[CH2:34][CH2:35][CH2:36][C:26]=12.C1C=CC2N(O)N=NC=2C=1.C[CH2:48][N:49](CC)[CH2:50]C. The catalyst is CN(C=O)C.O. The product is [CH2:36]1[C:26]2[N:27]([CH:28]=[CH:29][C:30]3[C:25]=2[C:33]([CH2:48][N:49]([CH3:50])[C:19](=[O:21])/[CH:18]=[CH:17]/[C:12]2[CH:13]=[N:14][C:15]4[NH:16][C:7](=[O:6])[CH2:8][CH2:9][C:10]=4[CH:11]=2)=[CH:32][CH:31]=3)[CH2:34][CH2:35]1. The yield is 0.250.